Dataset: Full USPTO retrosynthesis dataset with 1.9M reactions from patents (1976-2016). Task: Predict the reactants needed to synthesize the given product. (1) Given the product [Cl:1][C:2]1[C:3]2[N:10]([CH2:18][CH2:19][CH3:20])[CH:9]=[CH:8][C:4]=2[N:5]=[CH:6][N:7]=1, predict the reactants needed to synthesize it. The reactants are: [Cl:1][C:2]1[C:3]2[NH:10][CH:9]=[CH:8][C:4]=2[N:5]=[CH:6][N:7]=1.C(=O)([O-])[O-].[Cs+].[Cs+].Br[CH2:18][CH2:19][CH3:20]. (2) Given the product [C:35]([C:2]1[C:3]([F:31])=[CH:4][C:5]([F:30])=[C:6]([C@:8]2([CH3:29])[CH2:13][C@@H:12]([C:14]3[C:15]([CH3:20])=[N:16][O:17][C:18]=3[CH3:19])[S:11][C:10]([NH:21][C:22](=[O:28])[O:23][C:24]([CH3:26])([CH3:25])[CH3:27])=[N:9]2)[CH:7]=1)(=[O:37])[CH3:36], predict the reactants needed to synthesize it. The reactants are: Br[C:2]1[C:3]([F:31])=[CH:4][C:5]([F:30])=[C:6]([C@:8]2([CH3:29])[CH2:13][C@@H:12]([C:14]3[C:15]([CH3:20])=[N:16][O:17][C:18]=3[CH3:19])[S:11][C:10]([NH:21][C:22](=[O:28])[O:23][C:24]([CH3:27])([CH3:26])[CH3:25])=[N:9]2)[CH:7]=1.CON(C)[C:35](=[O:37])[CH3:36].C([Li])CCC. (3) Given the product [CH3:13][O:12][C:5]1[CH:6]=[CH:7][CH:8]=[C:9]2[C:4]=1[NH:3][C:2](=[O:14])[CH:11]=[CH:10]2, predict the reactants needed to synthesize it. The reactants are: Cl[C:2]1[CH:11]=[CH:10][C:9]2[C:4](=[C:5]([O:12][CH3:13])[CH:6]=[CH:7][CH:8]=2)[N:3]=1.[OH2:14]. (4) Given the product [CH:1]1([NH:7][C:8]2[N:13]=[CH:12][N:11]=[C:10]([C:14]([NH:17][C:18]3[CH:23]=[CH:22][C:21]([OH:24])=[C:20]([CH3:25])[CH:19]=3)=[O:16])[CH:9]=2)[CH2:2][CH2:3][CH2:4][CH2:5][CH2:6]1, predict the reactants needed to synthesize it. The reactants are: [CH:1]1([NH:7][C:8]2[N:13]=[CH:12][N:11]=[C:10]([C:14]([OH:16])=O)[CH:9]=2)[CH2:6][CH2:5][CH2:4][CH2:3][CH2:2]1.[NH2:17][C:18]1[CH:19]=[C:20]([CH3:25])[C:21]([OH:24])=[CH:22][CH:23]=1. (5) Given the product [CH3:24][N:25]1[CH2:30][CH2:29][N:28]([CH2:2][C:3]2[CH:4]=[C:5]([CH:8]=[C:9]([C:11]([F:14])([F:13])[F:12])[CH:10]=2)[C:6]#[N:7])[CH2:27][CH2:26]1, predict the reactants needed to synthesize it. The reactants are: Br[CH2:2][C:3]1[CH:4]=[C:5]([CH:8]=[C:9]([C:11]([F:14])([F:13])[F:12])[CH:10]=1)[C:6]#[N:7].CC#N.C([O-])([O-])=O.[K+].[K+].[CH3:24][N:25]1[CH2:30][CH2:29][NH:28][CH2:27][CH2:26]1. (6) Given the product [O:11]1[CH:12]=[N:13][N:14]=[C:10]1[CH2:9][O:8][C:7]1[CH:15]=[CH:16][C:4]([NH2:1])=[CH:5][CH:6]=1, predict the reactants needed to synthesize it. The reactants are: [N+:1]([C:4]1[CH:16]=[CH:15][C:7]([O:8][CH2:9][C:10]2[O:11][CH:12]=[N:13][N:14]=2)=[CH:6][CH:5]=1)([O-])=O.Cl. (7) Given the product [CH2:18]([O:20][C:21]([C:23]1([CH2:4][C:3]2[CH:6]=[CH:7][C:8]([C:10]#[N:11])=[CH:9][C:2]=2[Br:1])[C:28](=[O:29])[CH2:27][CH2:26][N:25]([CH2:30][C:31]2[CH:32]=[CH:33][CH:34]=[CH:35][CH:36]=2)[CH2:24]1)=[O:22])[CH3:19], predict the reactants needed to synthesize it. The reactants are: [Br:1][C:2]1[CH:9]=[C:8]([C:10]#[N:11])[CH:7]=[CH:6][C:3]=1[CH2:4]Br.C([O-])([O-])=O.[K+].[K+].[CH2:18]([O:20][C:21]([CH:23]1[C:28](=[O:29])[CH2:27][CH2:26][N:25]([CH2:30][C:31]2[CH:36]=[CH:35][CH:34]=[CH:33][CH:32]=2)[CH2:24]1)=[O:22])[CH3:19].